Dataset: Forward reaction prediction with 1.9M reactions from USPTO patents (1976-2016). Task: Predict the product of the given reaction. (1) Given the reactants Cl[C:2]1[C:7]([CH:8]=[O:9])=C[N:5]=[C:4]([C:10]2[CH:15]=[CH:14][CH:13]=[CH:12][CH:11]=2)[N:3]=1.[Cl:16][C:17]1[CH:18]=[C:19](B(O)O)[C:20]([CH3:23])=[CH:21][CH:22]=1.[C:27]([O-])([O-])=O.[K+].[K+], predict the reaction product. The product is: [Cl:16][C:17]1[CH:22]=[CH:21][C:20]([C:23]2[C:7]([CH:8]=[O:9])=[CH:2][N:3]=[C:4]([C:10]3[CH:15]=[CH:14][CH:13]=[CH:12][CH:11]=3)[N:5]=2)=[C:19]([CH3:27])[CH:18]=1. (2) The product is: [CH3:17][O:18][C:19]([C:20]1[CH:25]=[CH:24][C:23]([C:2]2[CH:7]=[CH:6][C:5]([S:8](=[O:10])(=[O:9])[N:11]([C:13]([CH3:16])([CH3:15])[CH3:14])[CH3:12])=[CH:4][CH:3]=2)=[CH:22][CH:21]=1)=[O:35]. Given the reactants Br[C:2]1[CH:7]=[CH:6][C:5]([S:8]([N:11]([C:13]([CH3:16])([CH3:15])[CH3:14])[CH3:12])(=[O:10])=[O:9])=[CH:4][CH:3]=1.[CH3:17][O:18][C:19](=[O:35])[C:20]1[CH:25]=[CH:24][C:23](B2OC(C)(C)C(C)(C)O2)=[CH:22][CH:21]=1.C1(P(C2CCCCC2)C2CCCCC2)CCCCC1.[F-].[Cs+], predict the reaction product. (3) Given the reactants [CH3:1][C:2](=[N:9][C:10]1[CH:15]=[CH:14][CH:13]=[CH:12][CH:11]=1)[CH2:3][CH2:4][CH:5]=[C:6]([CH3:8])[CH3:7].[H][H].O(C(C)C)[K].CCCCCC, predict the reaction product. The product is: [CH3:1][CH:2]([NH:9][C:10]1[CH:11]=[CH:12][CH:13]=[CH:14][CH:15]=1)[CH2:3][CH2:4][CH:5]=[C:6]([CH3:8])[CH3:7]. (4) Given the reactants C(NC(C)C)(C)C.[Li]CCCC.[CH2:13]([N:20]1[CH2:25][CH2:24][CH:23]([C:26]([O:28][CH2:29][CH3:30])=[O:27])[CH2:22][CH2:21]1)[C:14]1[CH:19]=[CH:18][CH:17]=[CH:16][CH:15]=1.[N:31]([C:40]([O:42][C:43]([CH3:46])([CH3:45])[CH3:44])=[O:41])=[N:32][C:33]([O:35][C:36]([CH3:39])([CH3:38])[CH3:37])=[O:34], predict the reaction product. The product is: [CH2:13]([N:20]1[CH2:25][CH2:24][C:23]([N:31]([C:40]([O:42][C:43]([CH3:46])([CH3:45])[CH3:44])=[O:41])[NH:32][C:33]([O:35][C:36]([CH3:37])([CH3:38])[CH3:39])=[O:34])([C:26]([O:28][CH2:29][CH3:30])=[O:27])[CH2:22][CH2:21]1)[C:14]1[CH:15]=[CH:16][CH:17]=[CH:18][CH:19]=1. (5) Given the reactants [F:1][C:2]([F:21])([F:20])[O:3][C:4]1[CH:9]=[CH:8][C:7]([N:10]2[CH2:19][CH2:18][C:13]3(OCC[O:14]3)[CH2:12][CH2:11]2)=[CH:6][CH:5]=1.Cl.O, predict the reaction product. The product is: [F:21][C:2]([F:1])([F:20])[O:3][C:4]1[CH:9]=[CH:8][C:7]([N:10]2[CH2:11][CH2:12][C:13](=[O:14])[CH2:18][CH2:19]2)=[CH:6][CH:5]=1. (6) Given the reactants [CH:1]1([C:7]2[CH:8]=[C:9]([CH:12]=[CH:13][C:14]=2[O:15][CH3:16])[CH:10]=O)[CH2:6][CH2:5][CH2:4][CH2:3][CH2:2]1.[NH:17]1[C:25]2[C:20](=[CH:21][CH:22]=[CH:23][N:24]=2)[CH2:19][C:18]1=[O:26], predict the reaction product. The product is: [CH:1]1([C:7]2[CH:8]=[C:9]([CH:12]=[CH:13][C:14]=2[O:15][CH3:16])[CH:10]=[C:19]2[C:20]3[C:25](=[N:24][CH:23]=[CH:22][CH:21]=3)[NH:17][C:18]2=[O:26])[CH2:6][CH2:5][CH2:4][CH2:3][CH2:2]1. (7) Given the reactants [CH:1]1([C@@H:7]([NH:9][C:10]([C:12]2[C:21]3[C:16](=[CH:17][CH:18]=[C:19]([F:22])[CH:20]=3)[N:15]=[C:14]([C:23]3[CH:28]=[CH:27][CH:26]=[CH:25][CH:24]=3)[C:13]=2[CH2:29][N:30]2[CH2:35][CH2:34][N:33]([CH2:36][CH2:37][CH2:38][O:39]C3CCCCO3)[C:32](=[O:46])[CH2:31]2)=[O:11])[CH3:8])[CH2:6][CH2:5][CH2:4][CH2:3][CH2:2]1.Cl, predict the reaction product. The product is: [CH:1]1([C@@H:7]([NH:9][C:10]([C:12]2[C:21]3[C:16](=[CH:17][CH:18]=[C:19]([F:22])[CH:20]=3)[N:15]=[C:14]([C:23]3[CH:24]=[CH:25][CH:26]=[CH:27][CH:28]=3)[C:13]=2[CH2:29][N:30]2[CH2:35][CH2:34][N:33]([CH2:36][CH2:37][CH2:38][OH:39])[C:32](=[O:46])[CH2:31]2)=[O:11])[CH3:8])[CH2:6][CH2:5][CH2:4][CH2:3][CH2:2]1. (8) Given the reactants [ClH:1].[CH3:2][C:3]1([CH3:18])[C:8](=[O:9])[N:7]([CH3:10])[CH2:6][CH2:5][N:4]1C(OC(C)(C)C)=O.CC(OC)(C)C, predict the reaction product. The product is: [ClH:1].[CH3:10][N:7]1[CH2:6][CH2:5][NH:4][C:3]([CH3:18])([CH3:2])[C:8]1=[O:9]. (9) Given the reactants [Cl:1][C:2]1[CH:7]=[CH:6][C:5]([CH:8]2[CH2:13][CH2:12][N:11]([C:14](=[O:31])[C@H:15]([NH:19][C:20]([NH:22][C:23](=[O:30])[C:24]3[CH:29]=[CH:28][CH:27]=[CH:26][CH:25]=3)=[S:21])[CH:16]([CH3:18])[CH3:17])[CH2:10][CH2:9]2)=[CH:4][CH:3]=1.[C:32]([O-])([O-])=O.[K+].[K+].CI, predict the reaction product. The product is: [C:23](/[N:22]=[C:20](\[S:21][CH3:32])/[NH:19][C@H:15]([CH:16]([CH3:17])[CH3:18])[C:14]([N:11]1[CH2:10][CH2:9][CH:8]([C:5]2[CH:6]=[CH:7][C:2]([Cl:1])=[CH:3][CH:4]=2)[CH2:13][CH2:12]1)=[O:31])(=[O:30])[C:24]1[CH:25]=[CH:26][CH:27]=[CH:28][CH:29]=1.